Dataset: Full USPTO retrosynthesis dataset with 1.9M reactions from patents (1976-2016). Task: Predict the reactants needed to synthesize the given product. (1) Given the product [NH2:1][C:2]1[NH:6][N:5]=[C:4]([C:14]2[CH:15]=[CH:16][C:17]([O:20][CH2:59][CH2:58][CH2:57][C:49]3[S:48][C:47]([N:44]4[CH2:43][CH2:42][C:41]5[C:46](=[C:37]([C:35](=[O:36])[NH:34][C:26]6[S:25][C:29]7[CH:30]=[CH:31][CH:32]=[CH:33][C:28]=7[N:27]=6)[CH:38]=[CH:39][CH:40]=5)[CH2:45]4)=[N:51][C:50]=3[C:52]([OH:54])=[O:53])=[CH:18][CH:19]=2)[C:3]=1[C:21]#[N:22], predict the reactants needed to synthesize it. The reactants are: [NH2:1][C:2]1[N:6](C(OC(C)(C)C)=O)[N:5]=[C:4]([C:14]2[CH:19]=[CH:18][C:17]([OH:20])=[CH:16][CH:15]=2)[C:3]=1[C:21]#[N:22].[H-].[Na+].[S:25]1[C:29]2[CH:30]=[CH:31][CH:32]=[CH:33][C:28]=2[N:27]=[C:26]1[NH:34][C:35]([C:37]1[CH:38]=[CH:39][CH:40]=[C:41]2[C:46]=1[CH2:45][N:44]([C:47]1[S:48][C:49]([CH2:57][CH2:58][CH2:59]I)=[C:50]([C:52]([O:54]CC)=[O:53])[N:51]=1)[CH2:43][CH2:42]2)=[O:36]. (2) Given the product [CH3:32][C:33]([CH3:39])([CH3:38])[CH2:34][C:35]([N:5]1[CH2:6][CH2:7][CH:8]([C:9]([NH:11][CH2:12][CH2:13][NH:14][C:15]([C:17]2[C:18]([C:28]([F:31])([F:29])[F:30])=[N:19][N:20]([C:22]3[CH:27]=[CH:26][CH:25]=[CH:24][CH:23]=3)[CH:21]=2)=[O:16])=[O:10])[CH:3]([CH3:2])[CH2:4]1)=[O:36], predict the reactants needed to synthesize it. The reactants are: Cl.[CH3:2][CH:3]1[CH:8]([C:9]([NH:11][CH2:12][CH2:13][NH:14][C:15]([C:17]2[C:18]([C:28]([F:31])([F:30])[F:29])=[N:19][N:20]([C:22]3[CH:27]=[CH:26][CH:25]=[CH:24][CH:23]=3)[CH:21]=2)=[O:16])=[O:10])[CH2:7][CH2:6][NH:5][CH2:4]1.[CH3:32][C:33]([CH3:39])([CH3:38])[CH2:34][C:35](O)=[O:36].CCN=C=NCCCN(C)C.Cl.C1C=CC2N(O)N=NC=2C=1.O.C(N(CC)CC)C. (3) The reactants are: C([O:3][C:4](=[O:21])[CH:5]([O:19][CH3:20])[CH2:6][C:7]1[CH:12]=[CH:11][C:10]([C:13]#[C:14][CH2:15][CH2:16][CH2:17]Br)=[CH:9][CH:8]=1)C.[CH:22]1[CH:27]=[CH:26][C:25]([NH:28][C:29]2[CH:34]=[CH:33][CH:32]=[C:31]([OH:35])[CH:30]=2)=[CH:24][CH:23]=1. Given the product [CH3:20][O:19][C@@H:5]([CH2:6][C:7]1[CH:8]=[CH:9][C:10]([C:13]#[C:14][CH2:15][CH2:16][CH2:17][O:35][C:31]2[CH:32]=[CH:33][CH:34]=[C:29]([NH:28][C:25]3[CH:24]=[CH:23][CH:22]=[CH:27][CH:26]=3)[CH:30]=2)=[CH:11][CH:12]=1)[C:4]([OH:3])=[O:21], predict the reactants needed to synthesize it. (4) Given the product [CH2:13]([N:10]1[CH:9]=[CH:8][CH:7]=[C:3]([C:4]([OH:6])=[O:5])[C:2]1=[O:1])[C:14]1[CH:19]=[CH:18][CH:17]=[CH:16][CH:15]=1, predict the reactants needed to synthesize it. The reactants are: [OH:1][C:2]1[N:10]=[CH:9][CH:8]=[CH:7][C:3]=1[C:4]([OH:6])=[O:5].[OH-].[K+].[CH2:13](Br)[C:14]1[CH:19]=[CH:18][CH:17]=[CH:16][CH:15]=1.Cl. (5) The reactants are: [CH:1]1(/[CH:6]=[C:7](\[C:11]2[CH:16]=[CH:15][C:14]([N:17]3[C:21]([CH3:22])=[N:20][N:19]=[N:18]3)=[C:13]([F:23])[CH:12]=2)/[C:8](O)=[O:9])[CH2:5][CH2:4][CH2:3][CH2:2]1.C(Cl)(=O)C(Cl)=O.[CH3:30][NH:31][C:32]([NH2:34])=[O:33].N1C=CC=CC=1.Cl. Given the product [CH:1]1(/[CH:6]=[C:7](\[C:11]2[CH:16]=[CH:15][C:14]([N:17]3[C:21]([CH3:22])=[N:20][N:19]=[N:18]3)=[C:13]([F:23])[CH:12]=2)/[C:8]([NH:34][C:32]([NH:31][CH3:30])=[O:33])=[O:9])[CH2:5][CH2:4][CH2:3][CH2:2]1, predict the reactants needed to synthesize it. (6) Given the product [Cl:15][C:4]1[N:3]=[C:2]([NH:26][C@H:24]([C:21]2[N:22]=[CH:23][C:18]([F:17])=[CH:19][N:20]=2)[CH3:25])[N:7]=[C:6]([NH:8][C:9]2[N:10]=[CH:11][N:12]([CH3:14])[CH:13]=2)[CH:5]=1, predict the reactants needed to synthesize it. The reactants are: Cl[C:2]1[N:7]=[C:6]([NH:8][C:9]2[N:10]=[CH:11][N:12]([CH3:14])[CH:13]=2)[CH:5]=[C:4]([Cl:15])[N:3]=1.Cl.[F:17][C:18]1[CH:19]=[N:20][C:21]([C@@H:24]([NH2:26])[CH3:25])=[N:22][CH:23]=1.CCN(C(C)C)C(C)C. (7) The reactants are: [NH2:1][C:2]1[C:6](Br)=[C:5]([C:8]2[CH:13]=[CH:12][CH:11]=[CH:10][CH:9]=2)[S:4][C:3]=1[C:14]([O:16][CH3:17])=[O:15].CC1(C)C(C)(C)OB([C:26]2[CH:27]=[C:28]3[C:32](=[CH:33][CH:34]=2)[NH:31][CH:30]=[CH:29]3)O1.[F-].[Cs+]. Given the product [NH2:1][C:2]1[C:6]([C:26]2[CH:27]=[C:28]3[C:32](=[CH:33][CH:34]=2)[NH:31][CH:30]=[CH:29]3)=[C:5]([C:8]2[CH:13]=[CH:12][CH:11]=[CH:10][CH:9]=2)[S:4][C:3]=1[C:14]([O:16][CH3:17])=[O:15], predict the reactants needed to synthesize it. (8) Given the product [O:1]1[CH2:6][CH2:5][N:4]([C:7]2[C:8]3[N:9]([CH:15]=[C:16]([CH:18]4[CH2:21][N:20]([C:22]([O:24][C:25]([CH3:28])([CH3:27])[CH3:26])=[O:23])[CH2:19]4)[N:13]=3)[CH:10]=[CH:11][N:12]=2)[CH2:3][CH2:2]1, predict the reactants needed to synthesize it. The reactants are: [O:1]1[CH2:6][CH2:5][N:4]([C:7]2[C:8]([NH2:13])=[N:9][CH:10]=[CH:11][N:12]=2)[CH2:3][CH2:2]1.Br[CH2:15][C:16]([CH:18]1[CH2:21][N:20]([C:22]([O:24][C:25]([CH3:28])([CH3:27])[CH3:26])=[O:23])[CH2:19]1)=O.O. (9) Given the product [O:9]=[C:8]([C:5]1([C:4]([F:13])([F:12])[F:3])[CH2:7][CH2:6]1)[CH2:15][C:14]#[N:16], predict the reactants needed to synthesize it. The reactants are: [H-].[Na+].[F:3][C:4]([F:13])([F:12])[C:5]1([C:8](OC)=[O:9])[CH2:7][CH2:6]1.[C:14](#[N:16])[CH3:15]. (10) Given the product [CH:32]1([CH2:31][C:13]2[CH:12]=[CH:11][C:10]([N:16]3[S:20](=[O:21])(=[O:22])[NH:19][C:18](=[O:29])[CH2:17]3)=[C:9]([OH:8])[CH:14]=2)[CH2:37][CH2:36][CH2:35][CH2:34][CH2:33]1, predict the reactants needed to synthesize it. The reactants are: C([O:8][C:9]1[CH:14]=[C:13](I)[CH:12]=[CH:11][C:10]=1[N:16]1[S:20](=[O:22])(=[O:21])[N:19](CC[Si](C)(C)C)[C:18](=[O:29])[CH2:17]1)C1C=CC=CC=1.I[CH2:31][CH:32]1[CH2:37][CH2:36][CH2:35][CH2:34][CH2:33]1.